From a dataset of Choline transporter screen with 302,306 compounds. Binary Classification. Given a drug SMILES string, predict its activity (active/inactive) in a high-throughput screening assay against a specified biological target. (1) The result is 0 (inactive). The compound is S(=O)(=O)(N(CC(=O)N1CCc2c(C1)cccc2)c1ccc(OC)cc1)c1ccccc1. (2) The molecule is O1c2c(CNc3c1cccc3)cc(cc2)C. The result is 0 (inactive). (3) The molecule is O=C(Nc1cc(cc(c1)C)C)C(NC(=O)c1occc1)C(C)C. The result is 0 (inactive). (4) The compound is Fc1cc(C(=O)N2CCC(CC2)C(=O)c2cc3OCCOc3cc2)ccc1F. The result is 0 (inactive). (5) The compound is [O-]C(=O)/C=C(/C=C/c1cccnc1)C. The result is 0 (inactive).